This data is from Forward reaction prediction with 1.9M reactions from USPTO patents (1976-2016). The task is: Predict the product of the given reaction. (1) Given the reactants Cl[C:2]1[CH:11]=[CH:10][N:9]=[C:8]2[C:3]=1[CH:4]=[CH:5][C:6]([CH2:12][CH3:13])=[N:7]2.[CH3:14][C:15]1[CH:16]=[CH:17][C:18]([S:22][C:23]2[CH:28]=[CH:27][CH:26]=[CH:25][CH:24]=2)=[C:19]([NH2:21])[CH:20]=1, predict the reaction product. The product is: [CH2:12]([C:6]1[N:7]=[C:8]2[C:3]([C:2]([NH:21][C:19]3[CH:20]=[C:15]([CH3:14])[CH:16]=[CH:17][C:18]=3[S:22][C:23]3[CH:24]=[CH:25][CH:26]=[CH:27][CH:28]=3)=[CH:11][CH:10]=[N:9]2)=[CH:4][CH:5]=1)[CH3:13]. (2) The product is: [CH3:16][O:17][C:18](=[O:30])[CH2:19][C@H:20]1[C:24]2[CH:25]=[CH:26][C:27]([O:11][C@H:8]3[C:9]4[C:5](=[C:4]([C:12]([F:13])([F:14])[F:15])[CH:3]=[C:2]([CH3:1])[CH:10]=4)[CH2:6][CH2:7]3)=[CH:28][C:23]=2[O:22][CH2:21]1. Given the reactants [CH3:1][C:2]1[CH:10]=[C:9]2[C:5]([CH2:6][CH2:7][C@@H:8]2[OH:11])=[C:4]([C:12]([F:15])([F:14])[F:13])[CH:3]=1.[CH3:16][O:17][C:18](=[O:30])[CH2:19][C@H:20]1[C:24]2[CH:25]=[CH:26][C:27](O)=[CH:28][C:23]=2[O:22][CH2:21]1, predict the reaction product. (3) Given the reactants [CH3:1][C:2]1[NH:3][C:4](=[O:12])[C:5]2[C:10]([CH:11]=1)=[CH:9][CH:8]=[CH:7][CH:6]=2, predict the reaction product. The product is: [CH3:1][C:2]1[NH:3][C:4](=[O:12])[C:5]2[CH2:6][CH2:7][CH2:8][CH2:9][C:10]=2[CH:11]=1. (4) The product is: [C:26]([NH:30][S:31]([C:34]1[CH:39]=[CH:38][CH:37]=[C:36]([C:40]2[N:41]=[C:42]([C:2]3[CH:7]=[C:6]([C:8]4[CH:13]=[CH:12][C:11]([C:14]([F:17])([F:16])[F:15])=[CH:10][CH:9]=4)[CH:5]=[C:4]([CH2:18][O:19][CH:20]4[CH2:25][CH2:24][CH2:23][CH2:22][O:21]4)[N:3]=3)[CH:43]=[CH:44][CH:45]=2)[CH:35]=1)(=[O:32])=[O:33])([CH3:29])([CH3:27])[CH3:28]. Given the reactants Br[C:2]1[CH:7]=[C:6]([C:8]2[CH:13]=[CH:12][C:11]([C:14]([F:17])([F:16])[F:15])=[CH:10][CH:9]=2)[CH:5]=[C:4]([CH2:18][O:19][CH:20]2[CH2:25][CH2:24][CH2:23][CH2:22][O:21]2)[N:3]=1.[C:26]([NH:30][S:31]([C:34]1[CH:39]=[CH:38][CH:37]=[C:36]([C:40]2[CH:45]=[CH:44][CH:43]=[C:42]([Sn](CCCC)(CCCC)CCCC)[N:41]=2)[CH:35]=1)(=[O:33])=[O:32])([CH3:29])([CH3:28])[CH3:27].CCCCCCC.C(OCC)(=O)C, predict the reaction product. (5) The product is: [CH3:40][O:39][C:37]([C:34]1([C:31]2[CH:32]=[CH:33][C:28]([C:2]3[CH:3]=[N:4][N:5]([CH3:19])[C:6]=3[NH:7][C:8]([O:9][C@@H:10]([C:12]3[CH:17]=[CH:16][CH:15]=[CH:14][CH:13]=3)[CH3:11])=[O:18])=[CH:29][CH:30]=2)[CH2:36][CH2:35]1)=[O:38]. Given the reactants Br[C:2]1[CH:3]=[N:4][N:5]([CH3:19])[C:6]=1[NH:7][C:8](=[O:18])[O:9][C@@H:10]([C:12]1[CH:17]=[CH:16][CH:15]=[CH:14][CH:13]=1)[CH3:11].CC1(C)C(C)(C)OB([C:28]2[CH:33]=[CH:32][C:31]([C:34]3([C:37]([O:39][CH3:40])=[O:38])[CH2:36][CH2:35]3)=[CH:30][CH:29]=2)O1.COC1C=CC=C(OC)C=1C1C=CC=CC=1P(C1CCCCC1)C1CCCCC1.[O-]P([O-])([O-])=O.[K+].[K+].[K+], predict the reaction product. (6) Given the reactants [CH3:1][CH:2]([N:6]1[C:14]2[C:9](=[CH:10][C:11]([OH:15])=[CH:12][CH:13]=2)[CH:8]=[CH:7]1)[CH2:3][CH2:4][CH3:5].[CH:16]([N:19]=[C:20]=[O:21])([CH3:18])[CH3:17].CCN(CC)CC, predict the reaction product. The product is: [CH:16]([NH:19][C:20](=[O:21])[O:15][C:11]1[CH:10]=[C:9]2[C:14](=[CH:13][CH:12]=1)[N:6]([CH:2]([CH2:3][CH2:4][CH3:5])[CH3:1])[CH:7]=[CH:8]2)([CH3:18])[CH3:17]. (7) Given the reactants [CH3:1][C:2]1[CH:3]=[C:4]([CH:8]=[CH:9][C:10]=1[N+:11]([O-:13])=[O:12])[C:5]([OH:7])=[O:6].[CH2:14]([C:19]1[CH:24]=[CH:23][C:22](O)=[CH:21][CH:20]=1)[CH2:15][CH2:16][CH2:17][CH3:18], predict the reaction product. The product is: [CH3:1][C:2]1[CH:3]=[C:4]([CH:8]=[CH:9][C:10]=1[N+:11]([O-:13])=[O:12])[C:5]([O:7][C:22]1[CH:21]=[CH:20][C:19]([CH2:14][CH2:15][CH2:16][CH2:17][CH3:18])=[CH:24][CH:23]=1)=[O:6]. (8) The product is: [C:2]([C:6]1[CH:7]=[CH:8][C:9]([C:12]2[CH:13]([OH:31])[CH:14]([CH2:27][N:28]([CH3:29])[CH3:30])[CH2:15][C:16]=2[C:17]2[CH:18]=[CH:19][C:20]([S:23]([CH3:26])(=[O:25])=[O:24])=[CH:21][CH:22]=2)=[CH:10][CH:11]=1)([CH3:5])([CH3:3])[CH3:4]. Given the reactants Cl.[C:2]([C:6]1[CH:11]=[CH:10][C:9]([C:12]2[C:13](=[O:31])[CH:14]([CH2:27][N:28]([CH3:30])[CH3:29])[CH2:15][C:16]=2[C:17]2[CH:22]=[CH:21][C:20]([S:23]([CH3:26])(=[O:25])=[O:24])=[CH:19][CH:18]=2)=[CH:8][CH:7]=1)([CH3:5])([CH3:4])[CH3:3].[BH4-].[Na+], predict the reaction product.